Dataset: Catalyst prediction with 721,799 reactions and 888 catalyst types from USPTO. Task: Predict which catalyst facilitates the given reaction. (1) Reactant: [CH3:1][C:2]1[CH:7]=[C:6]([N+:8]([O-])=O)[CH:5]=[C:4]([CH3:11])[C:3]=1[C:12]1[CH:17]=[CH:16][C:15]([C:18]([F:21])([F:20])[F:19])=[CH:14][CH:13]=1.[H][H]. Product: [CH3:1][C:2]1[CH:7]=[C:6]([NH2:8])[CH:5]=[C:4]([CH3:11])[C:3]=1[C:12]1[CH:17]=[CH:16][C:15]([C:18]([F:19])([F:21])[F:20])=[CH:14][CH:13]=1. The catalyst class is: 29. (2) Reactant: [C:1]1([CH:7]([N:14]2[C:18]3[CH:19]=[C:20]([C:23]([F:26])([F:25])[F:24])[CH:21]=[CH:22][C:17]=3[N:16]=[CH:15]2)[CH2:8][C:9]([O:11]CC)=[O:10])[CH:6]=[CH:5][CH:4]=[CH:3][CH:2]=1. Product: [C:1]1([CH:7]([N:14]2[C:18]3[CH:19]=[C:20]([C:23]([F:26])([F:25])[F:24])[CH:21]=[CH:22][C:17]=3[N:16]=[CH:15]2)[CH2:8][C:9]([OH:11])=[O:10])[CH:2]=[CH:3][CH:4]=[CH:5][CH:6]=1. The catalyst class is: 33. (3) Reactant: [Cl:1][C:2]1[CH:3]=[N+:4]([O-:27])[CH:5]=[C:6]([Cl:26])[C:7]=1[CH2:8][CH:9]([C:11]1[CH:16]=[CH:15][C:14]([O:17][CH:18]([F:20])[F:19])=[C:13]([O:21][CH2:22][CH:23]2[CH2:25][CH2:24]2)[CH:12]=1)[OH:10].[C:28]([O:32][C:33]([NH:35][C@H:36]([CH2:40][C:41]1[CH:46]=[CH:45][CH:44]=[CH:43][CH:42]=1)[C:37](O)=[O:38])=[O:34])([CH3:31])([CH3:30])[CH3:29].C(Cl)CCl. Product: [C:28]([O:32][C:33]([NH:35][C@H:36]([CH2:40][C:41]1[CH:42]=[CH:43][CH:44]=[CH:45][CH:46]=1)[C:37]([O:10][C@H:9]([C:11]1[CH:16]=[CH:15][C:14]([O:17][CH:18]([F:20])[F:19])=[C:13]([O:21][CH2:22][CH:23]2[CH2:25][CH2:24]2)[CH:12]=1)[CH2:8][C:7]1[C:6]([Cl:26])=[CH:5][N+:4]([O-:27])=[CH:3][C:2]=1[Cl:1])=[O:38])=[O:34])([CH3:31])([CH3:29])[CH3:30]. The catalyst class is: 792. (4) Reactant: [CH:1]1([C:5]([C:7]2[C@@H:8]([C:25]3[CH:32]=[CH:31][C:28]([C:29]#[N:30])=[CH:27][CH:26]=3)[NH:9][C:10](=[O:24])[N:11]([C:14]3[CH:19]=[CH:18][CH:17]=[C:16]([C:20]([F:23])([F:22])[F:21])[CH:15]=3)[C:12]=2[CH3:13])=[O:6])[CH2:4][CH2:3][CH2:2]1.Br[CH2:34][C:35]([O:37][C:38]([CH3:41])([CH3:40])[CH3:39])=[O:36].C(=O)([O-])[O-].[K+].[K+].O. Product: [C:38]([O:37][C:35](=[O:36])[CH2:34][N:9]1[C@H:8]([C:25]2[CH:26]=[CH:27][C:28]([C:29]#[N:30])=[CH:31][CH:32]=2)[C:7]([C:5]([CH:1]2[CH2:4][CH2:3][CH2:2]2)=[O:6])=[C:12]([CH3:13])[N:11]([C:14]2[CH:19]=[CH:18][CH:17]=[C:16]([C:20]([F:22])([F:23])[F:21])[CH:15]=2)[C:10]1=[O:24])([CH3:41])([CH3:40])[CH3:39]. The catalyst class is: 3. (5) Reactant: [Cl:1][C:2]1[CH:3]=[C:4]2[C:8](=[CH:9][CH:10]=1)[NH:7][C:6]([CH2:11][N:12]1[C:16]3=[CH:17][N:18]=[CH:19][CH:20]=[C:15]3[C:14]3([CH2:22][CH2:21]3)[C:13]1=[O:23])=[CH:5]2.C(=O)([O-])[O-].[Cs+].[Cs+].Cl[CH2:31][CH2:32][CH2:33][S:34]([N:37]([CH3:39])[CH3:38])(=[O:36])=[O:35]. Product: [Cl:1][C:2]1[CH:3]=[C:4]2[C:8](=[CH:9][CH:10]=1)[N:7]([CH2:31][CH2:32][CH2:33][S:34]([N:37]([CH3:39])[CH3:38])(=[O:36])=[O:35])[C:6]([CH2:11][N:12]1[C:16]3=[CH:17][N:18]=[CH:19][CH:20]=[C:15]3[C:14]3([CH2:22][CH2:21]3)[C:13]1=[O:23])=[CH:5]2. The catalyst class is: 9. (6) Reactant: [Cl:1][C:2]1[CH:3]=[CH:4][C:5]([OH:18])=[C:6]([C:8]2[CH:9]=[CH:10][C:11]3[O:15][C:14](=[O:16])[NH:13][C:12]=3[CH:17]=2)[CH:7]=1.C(=O)([O-])[O-].[K+].[K+].[CH3:25][O:26][C:27]1[CH:51]=[C:50]([O:52][CH3:53])[CH:49]=[CH:48][C:28]=1[CH2:29][N:30]([C:42]1[N:47]=[CH:46][CH:45]=[CH:44][N:43]=1)[S:31]([C:34]1[CH:39]=[CH:38][C:37](F)=[C:36]([F:41])[CH:35]=1)(=[O:33])=[O:32]. Product: [Cl:1][C:2]1[CH:3]=[CH:4][C:5]([O:18][C:37]2[CH:38]=[CH:39][C:34]([S:31]([N:30]([CH2:29][C:28]3[CH:48]=[CH:49][C:50]([O:52][CH3:53])=[CH:51][C:27]=3[O:26][CH3:25])[C:42]3[N:43]=[CH:44][CH:45]=[CH:46][N:47]=3)(=[O:32])=[O:33])=[CH:35][C:36]=2[F:41])=[C:6]([C:8]2[CH:9]=[CH:10][C:11]3[O:15][C:14](=[O:16])[NH:13][C:12]=3[CH:17]=2)[CH:7]=1. The catalyst class is: 16.